This data is from TCR-epitope binding with 47,182 pairs between 192 epitopes and 23,139 TCRs. The task is: Binary Classification. Given a T-cell receptor sequence (or CDR3 region) and an epitope sequence, predict whether binding occurs between them. (1) The epitope is KTSVDCTMYI. The TCR CDR3 sequence is CASTLMSGTDTQYF. Result: 0 (the TCR does not bind to the epitope). (2) The epitope is LPAADLDDF. The TCR CDR3 sequence is CASSVRRGSDEQYF. Result: 1 (the TCR binds to the epitope). (3) The epitope is LPAADLDDF. The TCR CDR3 sequence is CASRNGRGDTEAFF. Result: 1 (the TCR binds to the epitope).